Predict the reaction yield, written as a fraction of the theoretical maximum amount of product (1.0 means a 100% yield; for example, 0.34 means a 34% yield). From a dataset of Reaction yield outcomes from USPTO patents with 853,638 reactions. (1) The reactants are [Cl:1][C:2]1[N:7]=[C:6](Cl)[CH:5]=[CH:4][N:3]=1.[NH2:9][NH2:10].CO.C(Cl)Cl. The catalyst is CCO. The product is [Cl:1][C:2]1[N:7]=[C:6]([NH:9][NH2:10])[CH:5]=[CH:4][N:3]=1. The yield is 0.948. (2) The reactants are [C:1]([O:9][CH2:10][CH2:11][CH2:12][CH2:13][N:14]1[CH:18]=[C:17]([C:19]([OH:21])=O)[N:16]=[N:15]1)(=[O:8])[C:2]1[CH:7]=[CH:6][CH:5]=[CH:4][CH:3]=1.[F:22][C:23]([F:34])([F:33])[O:24][C:25]1[CH:26]=[C:27]([CH2:31][NH2:32])[CH:28]=[CH:29][CH:30]=1.CN(C(ON1N=NC2C=CC=NC1=2)=[N+](C)C)C.F[P-](F)(F)(F)(F)F.CCN(C(C)C)C(C)C. The catalyst is CN(C=O)C.O. The product is [C:1]([O:9][CH2:10][CH2:11][CH2:12][CH2:13][N:14]1[CH:18]=[C:17]([C:19](=[O:21])[NH:32][CH2:31][C:27]2[CH:28]=[CH:29][CH:30]=[C:25]([O:24][C:23]([F:22])([F:33])[F:34])[CH:26]=2)[N:16]=[N:15]1)(=[O:8])[C:2]1[CH:3]=[CH:4][CH:5]=[CH:6][CH:7]=1. The yield is 0.620. (3) The reactants are Br[C:2]1[C:3]([CH3:42])=[C:4]([CH2:8][NH:9][C:10]([C:12]2[CH:17]=[CH:16][CH:15]=[C:14]([C:18]([NH:20][CH2:21][C:22]3[C:23]([NH:35][CH:36]4[CH2:41][CH2:40][O:39][CH2:38][CH2:37]4)=[C:24]4[CH:32]=[N:31][N:30]([CH2:33][CH3:34])[C:25]4=[N:26][C:27]=3[CH2:28][CH3:29])=[O:19])[CH:13]=2)=[O:11])[CH:5]=[CH:6][CH:7]=1.[CH3:43][C@H:44]1[CH2:49][N:48]([CH2:50][C:51]2[CH:56]=[CH:55][CH:54]=[C:53](B3OC(C)(C)C(C)(C)O3)[CH:52]=2)[CH2:47][CH2:46][N:45]1C(OC(C)(C)C)=O.C([O-])([O-])=O.[Na+].[Na+].C(O)(C(F)(F)F)=O. The catalyst is O1CCOCC1.C(Cl)Cl.C1C=CC([P]([Pd]([P](C2C=CC=CC=2)(C2C=CC=CC=2)C2C=CC=CC=2)([P](C2C=CC=CC=2)(C2C=CC=CC=2)C2C=CC=CC=2)[P](C2C=CC=CC=2)(C2C=CC=CC=2)C2C=CC=CC=2)(C2C=CC=CC=2)C2C=CC=CC=2)=CC=1.O. The product is [CH2:33]([N:30]1[C:25]2=[N:26][C:27]([CH2:28][CH3:29])=[C:22]([CH2:21][NH:20][C:18]([C:14]3[CH:15]=[CH:16][CH:17]=[C:12]([C:10]([NH:9][CH2:8][C:4]4[C:3]([CH3:42])=[C:2]([C:53]5[CH:54]=[CH:55][CH:56]=[C:51]([CH2:50][N:48]6[CH2:47][CH2:46][NH:45][C@@H:44]([CH3:43])[CH2:49]6)[CH:52]=5)[CH:7]=[CH:6][CH:5]=4)=[O:11])[CH:13]=3)=[O:19])[C:23]([NH:35][CH:36]3[CH2:41][CH2:40][O:39][CH2:38][CH2:37]3)=[C:24]2[CH:32]=[N:31]1)[CH3:34]. The yield is 0.580.